Dataset: Catalyst prediction with 721,799 reactions and 888 catalyst types from USPTO. Task: Predict which catalyst facilitates the given reaction. Reactant: Br[C:2]1[CH:7]=[C:6]([Cl:8])[N:5]=[N:4][C:3]=1[NH2:9].[CH3:10][Zn]C. Product: [Cl:8][C:6]1[N:5]=[N:4][C:3]([NH2:9])=[C:2]([CH3:10])[CH:7]=1. The catalyst class is: 455.